Dataset: Forward reaction prediction with 1.9M reactions from USPTO patents (1976-2016). Task: Predict the product of the given reaction. (1) Given the reactants [CH2:1]([NH:3][C:4]1[N:9]=[C:8]2[S:10][C:11]([SH:13])=[N:12][C:7]2=[CH:6][CH:5]=1)[CH3:2].[CH2:14]([O:18][C:19]1[CH:24]=[CH:23][C:22]([N:25]=[C:26]=[O:27])=[CH:21][CH:20]=1)[CH2:15][CH2:16][CH3:17], predict the reaction product. The product is: [CH2:14]([O:18][C:19]1[CH:24]=[CH:23][C:22]([NH:25][C:26](=[O:27])[N:3]([CH2:1][CH3:2])[C:4]2[N:9]=[C:8]3[S:10][C:11]([SH:13])=[N:12][C:7]3=[CH:6][CH:5]=2)=[CH:21][CH:20]=1)[CH2:15][CH2:16][CH3:17]. (2) Given the reactants Br[C:2]1[CH:3]=[C:4]([C:9]([F:12])([F:11])[F:10])[C:5]([NH2:8])=[N:6][CH:7]=1.[B:13]1(B2OC(C)(C)C(C)(C)O2)[O:17]C(C)(C)C(C)(C)[O:14]1.C([O-])(=O)C.[K+].C(Cl)Cl, predict the reaction product. The product is: [NH2:8][C:5]1[N:6]=[CH:7][C:2]([B:13]([OH:17])[OH:14])=[CH:3][C:4]=1[C:9]([F:12])([F:11])[F:10]. (3) Given the reactants [C:1]([O:5][C:6]([NH:8][C@@H:9]1[CH2:14][CH2:13][C@H:12]([NH:15][C:16]([C:18]2[C:19]([NH:25][C:26]3[CH:27]=[C:28]([CH:33]=[CH:34][CH:35]=3)[C:29]([O:31][CH3:32])=[O:30])=[N:20][CH:21]=[C:22]([F:24])[CH:23]=2)=[O:17])[CH2:11][CH2:10]1)=[O:7])([CH3:4])([CH3:3])[CH3:2].[H-].[Na+].[C:38](N1C=CN=C1)(N1C=CN=C1)=[O:39].C(OCC)(=O)C, predict the reaction product. The product is: [C:1]([O:5][C:6]([NH:8][C@@H:9]1[CH2:14][CH2:13][C@H:12]([N:15]2[C:16](=[O:17])[C:18]3[CH:23]=[C:22]([F:24])[CH:21]=[N:20][C:19]=3[N:25]([C:26]3[CH:27]=[C:28]([CH:33]=[CH:34][CH:35]=3)[C:29]([O:31][CH3:32])=[O:30])[C:38]2=[O:39])[CH2:11][CH2:10]1)=[O:7])([CH3:4])([CH3:2])[CH3:3]. (4) Given the reactants C([O:3][C:4](=[O:43])[C:5]([CH3:42])([O:7][C:8]1[CH:13]=[CH:12][C:11]([CH2:14][N:15]([C:25]2[S:29][C:28]([C:30]3[CH:35]=[CH:34][C:33]([C:36]([F:39])([F:38])[F:37])=[CH:32][CH:31]=3)=[N:27][C:26]=2[CH3:40])[CH2:16][C:17]2[CH:22]=[CH:21][CH:20]=[C:19]([O:23][CH3:24])[CH:18]=2)=[CH:10][C:9]=1[CH3:41])[CH3:6])C.[OH-].[Na+], predict the reaction product. The product is: [CH3:42][C:5]([O:7][C:8]1[CH:13]=[CH:12][C:11]([CH2:14][N:15]([C:25]2[S:29][C:28]([C:30]3[CH:31]=[CH:32][C:33]([C:36]([F:38])([F:39])[F:37])=[CH:34][CH:35]=3)=[N:27][C:26]=2[CH3:40])[CH2:16][C:17]2[CH:22]=[CH:21][CH:20]=[C:19]([O:23][CH3:24])[CH:18]=2)=[CH:10][C:9]=1[CH3:41])([CH3:6])[C:4]([OH:43])=[O:3]. (5) Given the reactants [CH3:1][O:2][C:3]1[CH:8]=[CH:7][C:6]([C:9]2[N:10]([CH2:21][CH2:22][CH2:23][N:24]3[CH2:29][CH2:28][CH2:27][CH2:26][CH2:25]3)[C:11]3[C:16]([N:17]=2)=[CH:15][N:14]=[C:13]([C:18]([OH:20])=O)[N:12]=3)=[CH:5][CH:4]=1.[CH2:30]([NH:35][CH2:36][CH2:37][CH:38]([CH3:40])[CH3:39])[CH2:31][CH:32]([CH3:34])[CH3:33], predict the reaction product. The product is: [CH2:36]([N:35]([CH2:30][CH2:31][CH:32]([CH3:34])[CH3:33])[C:18]([C:13]1[N:12]=[C:11]2[C:16]([N:17]=[C:9]([C:6]3[CH:7]=[CH:8][C:3]([O:2][CH3:1])=[CH:4][CH:5]=3)[N:10]2[CH2:21][CH2:22][CH2:23][N:24]2[CH2:25][CH2:26][CH2:27][CH2:28][CH2:29]2)=[CH:15][N:14]=1)=[O:20])[CH2:37][CH:38]([CH3:39])[CH3:40].